Dataset: Reaction yield outcomes from USPTO patents with 853,638 reactions. Task: Predict the reaction yield, written as a fraction of the theoretical maximum amount of product (1.0 means a 100% yield; for example, 0.34 means a 34% yield). (1) The reactants are [O:1]1[C:5]2[CH:6]=[CH:7][C:8]([C:10]3[C:19]([F:20])=[C:18](Cl)[C:17]4[C:12](=[CH:13][CH:14]=[CH:15][CH:16]=4)[N:11]=3)=[CH:9][C:4]=2[O:3][CH2:2]1.C([Li])CCC.[I:27]I. The catalyst is O1CCCC1.O. The product is [O:1]1[C:5]2[CH:6]=[CH:7][C:8]([C:10]3[C:19]([F:20])=[C:18]([I:27])[C:17]4[C:12](=[CH:13][CH:14]=[CH:15][CH:16]=4)[N:11]=3)=[CH:9][C:4]=2[O:3][CH2:2]1. The yield is 0.480. (2) The reactants are [NH2:1][C:2]1[CH:7]=[CH:6][C:5]([N:8]2[C:14](=[O:15])[CH2:13][C:12](=[O:16])[NH:11][C:10]3[C:17]4[C:22]([CH:23]=[CH:24][C:9]2=3)=[CH:21][CH:20]=[CH:19][CH:18]=4)=[CH:4][CH:3]=1.[F:25][C:26]([F:38])([F:37])[C:27]1[CH:32]=[CH:31][CH:30]=[CH:29][C:28]=1[S:33](Cl)(=[O:35])=[O:34]. No catalyst specified. The product is [O:16]=[C:12]1[NH:11][C:10]2[C:17]3[C:22]([CH:23]=[CH:24][C:9]=2[N:8]([C:5]2[CH:6]=[CH:7][C:2]([NH:1][S:33]([C:28]4[CH:29]=[CH:30][CH:31]=[CH:32][C:27]=4[C:26]([F:25])([F:37])[F:38])(=[O:35])=[O:34])=[CH:3][CH:4]=2)[C:14](=[O:15])[CH2:13]1)=[CH:21][CH:20]=[CH:19][CH:18]=3. The yield is 0.940.